Dataset: TCR-epitope binding with 47,182 pairs between 192 epitopes and 23,139 TCRs. Task: Binary Classification. Given a T-cell receptor sequence (or CDR3 region) and an epitope sequence, predict whether binding occurs between them. (1) The epitope is MPASWVMRI. The TCR CDR3 sequence is CASSLESRGLEKETQYF. Result: 1 (the TCR binds to the epitope). (2) The epitope is KRWIIMGLNK. The TCR CDR3 sequence is CASSQGIFAYEQYF. Result: 1 (the TCR binds to the epitope). (3) The epitope is TPINLVRDL. The TCR CDR3 sequence is CSVELAGQGWSDTQYF. Result: 1 (the TCR binds to the epitope).